Dataset: Reaction yield outcomes from USPTO patents with 853,638 reactions. Task: Predict the reaction yield, written as a fraction of the theoretical maximum amount of product (1.0 means a 100% yield; for example, 0.34 means a 34% yield). (1) The reactants are [Cl:1][C:2]1[CH:7]=[C:6]([NH2:8])[C:5](/[CH:9]=[CH:10]/OCC)=[CH:4][N:3]=1.Cl. The catalyst is CO. The product is [Cl:1][C:2]1[N:3]=[CH:4][C:5]2[CH:9]=[CH:10][NH:8][C:6]=2[CH:7]=1. The yield is 0.990. (2) The reactants are [F:1][C:2]1[CH:7]=[C:6]([N+:8]([O-])=O)[C:5]([O:11][CH3:12])=[C:4]([F:13])[C:3]=1[O:14][CH3:15]. The catalyst is CCO.CCOC(C)=O.[Pd]. The product is [F:13][C:4]1[C:5]([O:11][CH3:12])=[C:6]([CH:7]=[C:2]([F:1])[C:3]=1[O:14][CH3:15])[NH2:8]. The yield is 1.00.